From a dataset of Full USPTO retrosynthesis dataset with 1.9M reactions from patents (1976-2016). Predict the reactants needed to synthesize the given product. (1) The reactants are: [NH:1]1[C:9]2[C:4](=[CH:5][C:6]([O:10][C:11]3[CH:16]=[CH:15][CH:14]=[CH:13][C:12]=3[CH2:17][N:18]([CH3:20])[CH3:19])=[CH:7][CH:8]=2)[CH:3]=[N:2]1.[ClH:21].C(OCC)C. Given the product [ClH:21].[NH:1]1[C:9]2[C:4](=[CH:5][C:6]([O:10][C:11]3[CH:16]=[CH:15][CH:14]=[CH:13][C:12]=3[CH2:17][N:18]([CH3:20])[CH3:19])=[CH:7][CH:8]=2)[CH:3]=[N:2]1, predict the reactants needed to synthesize it. (2) Given the product [CH3:6][O:7][C:8](=[O:13])[C@H:9]([O:12][S:2]([CH3:1])(=[O:4])=[O:3])[CH2:10][CH3:11], predict the reactants needed to synthesize it. The reactants are: [CH3:1][S:2](Cl)(=[O:4])=[O:3].[CH3:6][O:7][C:8](=[O:13])[C@H:9]([OH:12])[CH2:10][CH3:11].C(N(CC)CC)C.CC1CCCCC1.C(OCC)(=O)C. (3) Given the product [CH3:1][O:2][C:3]1[CH:8]=[CH:7][C:6]([C:9]2[C:14]([CH3:15])=[N:13][N:12]([C:18]3[CH:23]=[CH:22][CH:21]=[CH:20][N:19]=3)[C:11](=[O:16])[CH:10]=2)=[CH:5][CH:4]=1, predict the reactants needed to synthesize it. The reactants are: [CH3:1][O:2][C:3]1[CH:8]=[CH:7][C:6]([C:9]2[C:14]([CH3:15])=[N:13][NH:12][C:11](=[O:16])[CH:10]=2)=[CH:5][CH:4]=1.Br[C:18]1[CH:23]=[CH:22][CH:21]=[CH:20][N:19]=1. (4) Given the product [Br:1][C:2]1[C:3]([CH3:8])=[N:4][O:5][C:6]=1[NH:7][S:26]([C:18]1[C:19]2[CH:25]=[CH:24][CH:23]=[CH:22][C:20]=2[S:21][C:17]=1[CH2:16][C:15]1[CH:30]=[C:31]([O:35][CH3:36])[C:32]([O:33][CH3:34])=[C:13]([O:11][CH3:12])[CH:14]=1)(=[O:27])=[O:28], predict the reactants needed to synthesize it. The reactants are: [Br:1][C:2]1[C:3]([CH3:8])=[N:4][O:5][C:6]=1[NH2:7].[H-].[Na+].[O:11]([C:13]1[CH:14]=[C:15]([CH:30]=[C:31]([O:35][CH3:36])[C:32]=1[O:33][CH3:34])[CH2:16][C:17]1[S:21][C:20]2[CH:22]=[CH:23][CH:24]=[CH:25][C:19]=2[C:18]=1[S:26](Cl)(=[O:28])=[O:27])[CH3:12]. (5) Given the product [C:8]1([C:6]2[CH:7]=[C:2]([CH:20]=[O:21])[CH:3]=[N:4][CH:5]=2)[CH2:12][CH2:11][CH2:10][CH:9]=1, predict the reactants needed to synthesize it. The reactants are: Br[C:2]1[CH:3]=[N:4][CH:5]=[C:6]([C:8]2[CH2:12][CH2:11][CH2:10][CH:9]=2)[CH:7]=1.C([Li])CCC.N1(C=O)CC[O:21][CH2:20]C1.O. (6) The reactants are: [F:1][C:2]([F:15])([F:14])[C:3]1[NH:4][C:5]2[C:10]([CH:11]=1)=[CH:9][C:8]([C:12]#[N:13])=[CH:7][CH:6]=2.[H-].[Na+].[CH2:18](Br)[C:19]1[CH:24]=[CH:23][CH:22]=[CH:21][CH:20]=1. Given the product [CH2:18]([N:4]1[C:5]2[C:10](=[CH:9][C:8]([C:12]#[N:13])=[CH:7][CH:6]=2)[CH:11]=[C:3]1[C:2]([F:1])([F:14])[F:15])[C:19]1[CH:24]=[CH:23][CH:22]=[CH:21][CH:20]=1, predict the reactants needed to synthesize it. (7) Given the product [NH:11]1[C:4]2[C:5]3[CH:6]=[CH:7][CH:8]=[CH:9][C:10]=3[N:1]=[CH:2][C:3]=2[N:12]=[CH:14]1.[NH:23]1[C:16]2[C:17]3[N:18]=[CH:19][CH:20]=[CH:21][C:22]=3[N:13]=[CH:14][C:15]=2[N:24]=[CH:2]1, predict the reactants needed to synthesize it. The reactants are: [N:1]1[C:10]2[C:5](=[CH:6][CH:7]=[CH:8][CH:9]=2)[C:4]([NH2:11])=[C:3]([NH2:12])[CH:2]=1.[N:13]1[C:22]2[C:17](=[N:18][CH:19]=[CH:20][CH:21]=2)[C:16]([NH2:23])=[C:15]([NH2:24])[CH:14]=1. (8) The reactants are: CS(C)=O.C(Cl)(=O)C(Cl)=O.C(N(CC)CC)C.[OH:18][CH:19]([C:28]1[CH:29]=[C:30]2[C:34](=[CH:35][CH:36]=1)[N:33]([Si:37]([CH:44]([CH3:46])[CH3:45])([CH:41]([CH3:43])[CH3:42])[CH:38]([CH3:40])[CH3:39])[N:32]=[CH:31]2)[C:20]1[CH:27]=[CH:26][CH:25]=[CH:24][C:21]=1[C:22]#[N:23]. Given the product [CH3:43][CH:41]([Si:37]([CH:44]([CH3:46])[CH3:45])([CH:38]([CH3:40])[CH3:39])[N:33]1[C:34]2[C:30](=[CH:29][C:28]([C:19]([C:20]3[CH:27]=[CH:26][CH:25]=[CH:24][C:21]=3[C:22]#[N:23])=[O:18])=[CH:36][CH:35]=2)[CH:31]=[N:32]1)[CH3:42], predict the reactants needed to synthesize it. (9) Given the product [CH:1]1([NH:4][C:5]2[C:10]([C:11]([NH2:13])=[O:12])=[CH:9][N:8]=[C:7]([NH:14][C:15]3[CH:20]=[CH:19][C:18]([CH:21]4[CH2:26][CH2:25][N:24]([CH:27]5[CH2:29][CH2:35][O:30][CH2:31][CH2:28]5)[CH2:23][CH2:22]4)=[CH:17][CH:16]=3)[N:6]=2)[CH2:3][CH2:2]1, predict the reactants needed to synthesize it. The reactants are: [CH:1]1([NH:4][C:5]2[C:10]([C:11]([NH2:13])=[O:12])=[CH:9][N:8]=[C:7]([NH:14][C:15]3[CH:20]=[CH:19][C:18]([CH:21]4[CH2:26][CH2:25][N:24]([CH:27]([CH3:29])[CH3:28])[CH2:23][CH2:22]4)=[CH:17][CH:16]=3)[N:6]=2)[CH2:3][CH2:2]1.[O:30]1[CH2:35]CC(=O)C[CH2:31]1. (10) Given the product [CH3:17][N:18]([CH3:19])[C:2]1[N:3]=[CH:4][C:5]2[N:10]=[C:9]([NH:11][C:12](=[O:16])[O:13][CH2:14][CH3:15])[S:8][C:6]=2[N:7]=1, predict the reactants needed to synthesize it. The reactants are: Cl[C:2]1[N:3]=[CH:4][C:5]2[N:10]=[C:9]([NH:11][C:12](=[O:16])[O:13][CH2:14][CH3:15])[S:8][C:6]=2[N:7]=1.[CH3:17][NH:18][CH3:19].CO.